Dataset: Full USPTO retrosynthesis dataset with 1.9M reactions from patents (1976-2016). Task: Predict the reactants needed to synthesize the given product. Given the product [O:82]=[C:79]1[C:80]2[C:76](=[CH:75][CH:74]=[C:73]([C:24]([NH:11][C@@H:10]([C:7]3[CH:6]=[CH:5][C:4]([C:3]([F:22])([F:2])[F:23])=[CH:9][CH:8]=3)[C:12]3[C:17]([C:18]([F:21])([F:19])[F:20])=[CH:16][CH:15]=[CH:14][N:13]=3)=[O:27])[CH:81]=2)[CH2:77][NH:78]1, predict the reactants needed to synthesize it. The reactants are: Cl.[F:2][C:3]([F:23])([F:22])[C:4]1[CH:9]=[CH:8][C:7]([C@@H:10]([C:12]2[C:17]([C:18]([F:21])([F:20])[F:19])=[CH:16][CH:15]=[CH:14][N:13]=2)[NH2:11])=[CH:6][CH:5]=1.[C:24](=[O:27])([O-])[O-].[Na+].[Na+].C1(P(C2C=CC=CC=2)C2C3OC4C(=CC=CC=4P(C4C=CC=CC=4)C4C=CC=CC=4)C(C)(C)C=3C=CC=2)C=CC=CC=1.Br[C:73]1[CH:81]=[C:80]2[C:76]([CH2:77][NH:78][C:79]2=[O:82])=[CH:75][CH:74]=1.